Predict which catalyst facilitates the given reaction. From a dataset of Catalyst prediction with 721,799 reactions and 888 catalyst types from USPTO. (1) Reactant: [OH:1][CH:2]([CH2:34][OH:35])[CH2:3][O:4][C:5]1[CH:6]=[C:7]([CH:31]=[CH:32][CH:33]=1)[C:8]([N:10]1[CH2:15][CH2:14][CH:13]([C:16]2[CH:17]=[C:18]([CH:28]=[CH:29][CH:30]=2)[CH2:19][NH:20][C:21](=[O:27])[O:22][C:23]([CH3:26])([CH3:25])[CH3:24])[CH2:12][CH2:11]1)=[O:9].N1C(C)=CC=CC=1C.[Si:44](OS(C(F)(F)F)(=O)=O)([C:47]([CH3:50])([CH3:49])[CH3:48])([CH3:46])[CH3:45].C(OCC)(=O)C. Product: [Si:44]([O:35][CH2:34][CH:2]([OH:1])[CH2:3][O:4][C:5]1[CH:6]=[C:7]([CH:31]=[CH:32][CH:33]=1)[C:8]([N:10]1[CH2:11][CH2:12][CH:13]([C:16]2[CH:17]=[C:18]([CH:28]=[CH:29][CH:30]=2)[CH2:19][NH:20][C:21](=[O:27])[O:22][C:23]([CH3:24])([CH3:25])[CH3:26])[CH2:14][CH2:15]1)=[O:9])([C:47]([CH3:50])([CH3:49])[CH3:48])([CH3:46])[CH3:45]. The catalyst class is: 2. (2) Reactant: Cl[CH2:2][CH2:3][O:4][C:5]1[CH:10]=[CH:9][C:8]([C:11]2[O:15][C:14]([C:16]3[C:21]([F:22])=[CH:20][CH:19]=[CH:18][C:17]=3[F:23])=[N:13][C:12]=2[C:24]([NH2:26])=[O:25])=[CH:7][CH:6]=1.[CH3:27][NH:28]CC1C=CC=CC=1.COC1C=CC(C2NC(C(N)=O)=C(C3C=CC(OC)=CC=3)N=2)=CC=1. Product: [F:23][C:17]1[CH:18]=[CH:19][CH:20]=[C:21]([F:22])[C:16]=1[C:14]1[O:15][C:11]([C:8]2[CH:9]=[CH:10][C:5]([O:4][CH2:3][CH2:2][NH:28][CH3:27])=[CH:6][CH:7]=2)=[C:12]([C:24]([NH2:26])=[O:25])[N:13]=1. The catalyst class is: 19. (3) Reactant: CO[C:3](=[O:13])[CH2:4][CH2:5][O:6][N:7]=[C:8]([O:10][CH2:11][CH3:12])[CH3:9].[CH2:14]([NH2:17])[CH2:15][CH3:16]. Product: [CH2:11]([O:10][C:8](=[N:7][O:6][CH2:5][CH2:4][C:3](=[O:13])[NH:17][CH2:14][CH2:15][CH3:16])[CH3:9])[CH3:12]. The catalyst class is: 5. (4) Reactant: [Cl:1][C:2]1[CH:7]=[C:6]([C:8](Cl)=[O:9])[CH:5]=[C:4]([Cl:11])[N:3]=1.[CH3:12][C:13]1[C:18]2[NH:19][C:20](=[O:22])[O:21][C:17]=2[CH:16]=[CH:15][CH:14]=1.[Cl-].[Cl-].[Cl-].[Al+3]. Product: [Cl:1][C:2]1[CH:7]=[C:6]([C:8]([C:15]2[CH:14]=[C:13]([CH3:12])[C:18]3[NH:19][C:20](=[O:22])[O:21][C:17]=3[CH:16]=2)=[O:9])[CH:5]=[C:4]([Cl:11])[N:3]=1. The catalyst class is: 25.